Dataset: Catalyst prediction with 721,799 reactions and 888 catalyst types from USPTO. Task: Predict which catalyst facilitates the given reaction. (1) Reactant: FC(F)(F)C(O)=O.[Cl:8][C:9]1[C:10]([C:30]2[C:38]3[C:33](=[CH:34][CH:35]=[CH:36][CH:37]=3)[N:32]([S:39]([C:42]3[CH:47]=[CH:46][CH:45]=[CH:44][CH:43]=3)(=[O:41])=[O:40])[CH:31]=2)=[N:11][C:12]([NH:15][CH2:16][CH:17]2[CH2:22][CH2:21][CH2:20][N:19](C(OC(C)(C)C)=O)[CH2:18]2)=[N:13][CH:14]=1. Product: [Cl:8][C:9]1[C:10]([C:30]2[C:38]3[C:33](=[CH:34][CH:35]=[CH:36][CH:37]=3)[N:32]([S:39]([C:42]3[CH:47]=[CH:46][CH:45]=[CH:44][CH:43]=3)(=[O:41])=[O:40])[CH:31]=2)=[N:11][C:12]([NH:15][CH2:16][CH:17]2[CH2:22][CH2:21][CH2:20][NH:19][CH2:18]2)=[N:13][CH:14]=1. The catalyst class is: 2. (2) Reactant: C(OC([N:8]1[CH2:13][CH2:12][CH:11]([CH2:14][CH2:15][O:16][C:17]2[CH:26]=[C:25]3[C:20]([C:21](=[O:35])[N:22]([CH2:27][O:28][C:29](=[O:34])[C:30]([CH3:33])([CH3:32])[CH3:31])[CH:23]=[N:24]3)=[CH:19][C:18]=2[O:36][CH3:37])[CH2:10][CH2:9]1)=O)(C)(C)C.C(O)(C(F)(F)F)=O.O.C(=O)([O-])O.[Na+]. Product: [NH:8]1[CH2:13][CH2:12][CH:11]([CH2:14][CH2:15][O:16][C:17]2[CH:26]=[C:25]3[C:20]([C:21](=[O:35])[N:22]([CH2:27][O:28][C:29](=[O:34])[C:30]([CH3:33])([CH3:31])[CH3:32])[CH:23]=[N:24]3)=[CH:19][C:18]=2[O:36][CH3:37])[CH2:10][CH2:9]1. The catalyst class is: 2. (3) Reactant: [C:1]([O:6]CC)(=O)[CH:2]=[N:3][OH:4].[CH:9]12[CH2:19][CH:14]3[CH2:15][CH:16]([CH2:18][CH:11]([N:12]([CH2:20][CH2:21][CH2:22][NH2:23])[CH2:13]3)[CH2:10]1)[CH2:17]2. Product: [CH:9]12[CH2:19][CH:14]3[CH2:15][CH:16]([CH2:18][CH:11]([N:12]([CH2:20][CH2:21][CH2:22][NH:23][C:1](=[O:6])[CH:2]=[N:3][OH:4])[CH2:13]3)[CH2:10]1)[CH2:17]2. The catalyst class is: 8. (4) Reactant: [ClH:1].[NH2:2][CH2:3][CH2:4][CH2:5][O:6][C:7]1[CH:12]=[CH:11][C:10]([CH2:13]O)=[CH:9][CH:8]=1.[Cl:15][C:16]1[CH:21]=[CH:20][C:19]([CH:22]([C:52]2[CH:57]=[CH:56][C:55]([Cl:58])=[CH:54][CH:53]=2)[C:23]2[CH:24]=[C:25]3[C:30](=[CH:31][CH:32]=2)[N:29]=[CH:28][N:27]=[C:26]3[NH:33][CH:34]2[CH2:39][CH2:38][N:37]([S:40]([C:43]3[CH:51]=[CH:50][C:46]([C:47](O)=[O:48])=[CH:45][CH:44]=3)(=[O:42])=[O:41])[CH2:36][CH2:35]2)=[CH:18][CH:17]=1.CN(C(ON1N=NC2C=CC=NC1=2)=[N+](C)C)C.F[P-](F)(F)(F)(F)F. Product: [Cl:15][C:16]1[CH:21]=[CH:20][C:19]([CH:22]([C:52]2[CH:57]=[CH:56][C:55]([Cl:58])=[CH:54][CH:53]=2)[C:23]2[CH:24]=[C:25]3[C:30](=[CH:31][CH:32]=2)[N:29]=[CH:28][N:27]=[C:26]3[NH:33][CH:34]2[CH2:39][CH2:38][N:37]([S:40]([C:43]3[CH:51]=[CH:50][C:46]([C:47]([NH:2][CH2:3][CH2:4][CH2:5][O:6][C:7]4[CH:8]=[CH:9][C:10]([CH2:13][Cl:1])=[CH:11][CH:12]=4)=[O:48])=[CH:45][CH:44]=3)(=[O:42])=[O:41])[CH2:36][CH2:35]2)=[CH:18][CH:17]=1. The catalyst class is: 31. (5) Reactant: [F:1][C:2]1[CH:7]=[CH:6][C:5]([C:8](=O)[CH2:9][C:10](=O)[CH3:11])=[CH:4][CH:3]=1.FC(F)(F)C(O)=O.[NH:21]([CH2:23][C:24]1[CH:25]=[C:26]([CH:29]=[CH:30][CH:31]=1)[C:27]#[N:28])[NH2:22].C(N(CC)CC)C.FC(F)(F)C(O)=O. Product: [F:1][C:2]1[CH:7]=[CH:6][C:5]([C:8]2[N:21]([CH2:23][C:24]3[CH:25]=[C:26]([CH:29]=[CH:30][CH:31]=3)[C:27]#[N:28])[N:22]=[C:10]([CH3:11])[CH:9]=2)=[CH:4][CH:3]=1. The catalyst class is: 41. (6) Reactant: C(Cl)(=O)C(Cl)=O.CC(C)(C)C([N:11]([CH2:21][CH2:22][O:23][CH3:24])[C:12]1[CH:20]=[CH:19][C:15]([C:16](O)=O)=[CH:14][N:13]=1)=O.[NH2:27][C:28]1[C:29](=[O:42])[N:30]([CH:39]2[CH2:41][CH2:40]2)[C:31](=[O:38])[N:32]([CH2:35][CH2:36][CH3:37])[C:33]=1[NH2:34].N1C=CC=CC=1. Product: [CH:39]1([N:30]2[C:29](=[O:42])[C:28]3[NH:27][C:16]([C:15]4[CH:14]=[N:13][C:12]([NH:11][CH2:21][CH2:22][O:23][CH3:24])=[CH:20][CH:19]=4)=[N:34][C:33]=3[N:32]([CH2:35][CH2:36][CH3:37])[C:31]2=[O:38])[CH2:41][CH2:40]1. The catalyst class is: 59.